Dataset: Reaction yield outcomes from USPTO patents with 853,638 reactions. Task: Predict the reaction yield, written as a fraction of the theoretical maximum amount of product (1.0 means a 100% yield; for example, 0.34 means a 34% yield). (1) The reactants are [CH3:1][CH2:2][N:3]([C:15]1[CH:20]=[CH:19][C:18](/[C:21](/[C:43]2[CH:48]=[CH:47][C:46]([NH:49][C:50]3[CH:55]=[CH:54][C:53]([O:56][CH2:57][CH3:58])=[CH:52][CH:51]=3)=[CH:45][CH:44]=2)=[C:22]2\[CH:23]=[CH:24][C:25]([CH:40]=[C:41]\2[CH3:42])=[N+:26]([CH2:29][C:30]2[CH:35]=[CH:34][CH:33]=[C:32]([S:36]([O-:39])(=[O:38])=[O:37])[CH:31]=2)[CH2:27][CH3:28])=[C:17]([CH3:59])[CH:16]=1)[CH2:4][C:5]1[CH:10]=[CH:9][CH:8]=[C:7]([S:11]([O-:14])(=[O:13])=[O:12])[CH:6]=1.[Na+].[P:61](=[O:65])([OH:64])([OH:63])[OH:62].O. The product is [CH3:1][CH2:2][N:3]([C:15]1[CH:20]=[CH:19][C:18](/[C:21](/[C:43]2[CH:44]=[CH:45][C:46]([NH:49][C:50]3[CH:55]=[CH:54][C:53]([O:56][CH2:57][CH3:58])=[CH:52][CH:51]=3)=[CH:47][CH:48]=2)=[C:22]2/[CH:23]=[CH:24][C:25]([CH:40]=[C:41]/2[CH3:42])=[N+:26]([CH2:29][C:30]2[CH:35]=[CH:34][CH:33]=[C:32]([S:36]([OH:39])(=[O:37])=[O:38])[CH:31]=2)[CH2:27][CH3:28])=[C:17]([CH3:59])[CH:16]=1)[CH2:4][C:5]1[CH:10]=[CH:9][CH:8]=[C:7]([S:11]([OH:14])(=[O:13])=[O:12])[CH:6]=1.[P:61](=[O:62])([OH:65])([OH:64])[OH:63]. The yield is 0.000100. The catalyst is C(O)C. (2) The reactants are [OH:1][B:2]1[C:6]2[CH:7]=[CH:8][C:9]([O:11][C:12]3[C:19]([O:20]COC)=[CH:18][C:15]([C:16]#[N:17])=[CH:14][N:13]=3)=[CH:10][C:5]=2[CH2:4][O:3]1.Cl.CCOCC. The catalyst is CO. The product is [OH:20][C:19]1[C:12]([O:11][C:9]2[CH:8]=[CH:7][C:6]3[B:2]([OH:1])[O:3][CH2:4][C:5]=3[CH:10]=2)=[N:13][CH:14]=[C:15]([CH:18]=1)[C:16]#[N:17]. The yield is 0.410. (3) The catalyst is C1(C)C=CC=CC=1. The reactants are [Br:1][C:2]1[CH:9]=[C:8]([F:10])[CH:7]=[CH:6][C:3]=1[CH:4]=[O:5].[CH3:11][C@@H:12]([NH:21][CH3:22])[C@H:13](O)[C:14]1[CH:19]=[CH:18][CH:17]=[CH:16][CH:15]=1. The product is [Br:1][C:2]1[CH:9]=[C:8]([F:10])[CH:7]=[CH:6][C:3]=1[CH:4]1[N:21]([CH3:22])[C@H:12]([CH3:11])[C@@H:13]([C:14]2[CH:19]=[CH:18][CH:17]=[CH:16][CH:15]=2)[O:5]1. The yield is 0.970. (4) The reactants are [CH2:1]([Sn:5](=[O:10])[CH2:6][CH2:7][CH2:8][CH3:9])[CH2:2][CH2:3][CH3:4].[CH2:11]([OH:15])[CH2:12][CH2:13][CH3:14]. No catalyst specified. The product is [CH2:1]([Sn:5]([CH2:6][CH2:7][CH2:8][CH3:9])([O:15][CH2:11][CH2:12][CH2:13][CH3:14])[O:10][Sn:5]([CH2:6][CH2:7][CH2:8][CH3:9])([CH2:1][CH2:2][CH2:3][CH3:4])[O:15][CH2:11][CH2:12][CH2:13][CH3:14])[CH2:2][CH2:3][CH3:4]. The yield is 0.990. (5) The reactants are Cl[C:2]1[N:3]=[C:4]([NH:14][CH3:15])[C:5]2[S:10][CH:9]=[C:8]([CH2:11][CH2:12][CH3:13])[C:6]=2[N:7]=1.[CH2:16]([NH2:19])[CH:17]=[CH2:18].C(=O)([O-])O.[Na+]. No catalyst specified. The product is [CH2:16]([NH:19][C:2]1[N:3]=[C:4]([NH:14][CH3:15])[C:5]2[S:10][CH:9]=[C:8]([CH2:11][CH2:12][CH3:13])[C:6]=2[N:7]=1)[CH:17]=[CH2:18]. The yield is 0.685. (6) The reactants are [Br:1][C:2]1[CH:3]=[C:4]([CH:7]=[CH:8][C:9]=1[S:10](=[O:15])(=[O:14])[N:11]([CH3:13])[CH3:12])[CH2:5]O.S(Cl)([Cl:18])=O. The catalyst is C(Cl)Cl.CCCCCC. The product is [Br:1][C:2]1[CH:3]=[C:4]([CH:7]=[CH:8][C:9]=1[S:10](=[O:15])(=[O:14])[N:11]([CH3:13])[CH3:12])[CH2:5][Cl:18]. The yield is 0.950. (7) The reactants are CC1C=CC(S(O)(=O)=O)=CC=1.[S:12]1[C:16]2[CH:17]=[CH:18][CH:19]=[CH:20][C:15]=2[N:14]=[C:13]1[C:21]1[CH:22]=[N:23][NH:24][C:25]=1[NH2:26].[CH2:27]([N:29]1[C:37]2[C:32](=[CH:33][C:34]([C:38](=O)[CH2:39][C:40](OCC)=[O:41])=[CH:35][CH:36]=2)[CH:31]=[N:30]1)[CH3:28]. The catalyst is CCCCO. The product is [S:12]1[C:16]2[CH:17]=[CH:18][CH:19]=[CH:20][C:15]=2[N:14]=[C:13]1[C:21]1[CH:22]=[N:23][N:24]2[C:40](=[O:41])[CH:39]=[C:38]([C:34]3[CH:33]=[C:32]4[C:37](=[CH:36][CH:35]=3)[N:29]([CH2:27][CH3:28])[N:30]=[CH:31]4)[NH:26][C:25]=12. The yield is 0.130.